Dataset: Forward reaction prediction with 1.9M reactions from USPTO patents (1976-2016). Task: Predict the product of the given reaction. (1) The product is: [Cl:2][C:3]1[CH:8]=[CH:7][C:6]2[N:9]([CH2:12][CH2:13][C:14]3[CH:19]=[N:18][C:17]([CH3:20])=[CH:16][CH:15]=3)[C:33]3[CH2:34][CH2:35][N:30]([CH3:29])[CH2:31][C:32]=3[C:5]=2[CH:4]=1. Given the reactants Cl.[Cl:2][C:3]1[CH:8]=[CH:7][C:6]([NH:9]N)=[CH:5][CH:4]=1.Br[CH2:12][CH2:13][C:14]1[CH:15]=[CH:16][C:17]([CH3:20])=[N:18][CH:19]=1.C(N(CC)CC)C.Cl.[CH3:29][N:30]1[CH2:35][CH2:34][C:33](=O)[CH2:32][CH2:31]1, predict the reaction product. (2) Given the reactants [F:1][C:2]([F:7])([F:6])[C:3]([OH:5])=[O:4].[F:8][C:9]([F:14])([F:13])[C:10]([OH:12])=[O:11].FC(F)(F)C(O)=O.[Cl:22][C:23]1[CH:24]=[N:25][C:26]2[NH:27][C:28]3[CH:29]=[N:30][CH:31]=[C:32]([CH:54]=3)[CH2:33][CH2:34][C:35]3[CH:43]=[C:39]([NH:40][C:41]=1[N:42]=2)[CH:38]=[CH:37][C:36]=3[NH:44][C:45](=[O:53])[CH2:46][CH:47]1[CH2:52][CH2:51][NH:50][CH2:49][CH2:48]1.[CH:55]([C:58]1[O:62][N:61]=[C:60]([C:63](O)=[O:64])[CH:59]=1)([CH3:57])[CH3:56], predict the reaction product. The product is: [F:1][C:2]([F:7])([F:6])[C:3]([OH:5])=[O:4].[F:8][C:9]([F:14])([F:13])[C:10]([OH:12])=[O:11].[Cl:22][C:23]1[CH:24]=[N:25][C:26]2[NH:27][C:28]3[CH:29]=[N:30][CH:31]=[C:32]([CH:54]=3)[CH2:33][CH2:34][C:35]3[CH:43]=[C:39]([NH:40][C:41]=1[N:42]=2)[CH:38]=[CH:37][C:36]=3[NH:44][C:45](=[O:53])[CH2:46][CH:47]1[CH2:52][CH2:51][N:50]([C:63]([C:60]2[CH:59]=[C:58]([CH:55]([CH3:57])[CH3:56])[O:62][N:61]=2)=[O:64])[CH2:49][CH2:48]1. (3) The product is: [O:1]1[C:5]2[CH:6]=[CH:7][C:8]([C@@H:10]3[C:22]4[NH:21][C:20]5[C:15](=[CH:16][CH:17]=[CH:18][CH:19]=5)[C:14]=4[CH2:13][CH2:12][N:11]3[C:23](=[O:41])/[CH:24]=[CH:25]/[C:26]3[CH:27]=[CH:28][C:29]([O:32][CH2:33][CH2:46][CH2:51][N:52]([CH3:64])[CH3:53])=[CH:30][CH:31]=3)=[CH:9][C:4]=2[CH2:3][CH2:2]1. Given the reactants [O:1]1[C:5]2[CH:6]=[CH:7][C:8]([C@@H:10]3[C:22]4[NH:21][C:20]5[C:15](=[CH:16][CH:17]=[CH:18][CH:19]=5)[C:14]=4[CH2:13][CH2:12][N:11]3[C:23](=[O:41])/[CH:24]=[CH:25]/[C:26]3[CH:31]=[CH:30][C:29]([O:32][CH2:33]CN4CCCCC4)=[CH:28][CH:27]=3)=[CH:9][C:4]=2[CH2:3][CH2:2]1.C1OC2C=C[C:46]([CH:51]3C4NC5C(=CC=CC=5)C=4C[CH2:53][N:52]3[C:64](=O)/C=C/C3C=CC(O[CH2:46][CH2:51][N:52]4[CH2:64]CCC[CH2:53]4)=CC=3)=CC=2O1, predict the reaction product. (4) Given the reactants [O:1]1[CH:5]=[CH:4][CH:3]=[C:2]1[C:6]([CH2:8][C:9]([O:11]CC)=O)=[O:7].[NH2:14][C:15]1[CH:16]=[C:17]2[C:21](=[CH:22][CH:23]=1)[NH:20][N:19]=[CH:18]2, predict the reaction product. The product is: [O:1]1[CH:5]=[CH:4][CH:3]=[C:2]1[C:6](=[O:7])[CH2:8][C:9]([NH:14][C:15]1[CH:16]=[C:17]2[C:21](=[CH:22][CH:23]=1)[NH:20][N:19]=[CH:18]2)=[O:11]. (5) Given the reactants O.[NH2:2][NH2:3].[OH:4][N:5]1[C:14]2[CH:15]=[CH:16][CH:17]=[CH:18][C:13]=2[C:12]2[C:11]([C:19]#[N:20])=[C:10](SC)[N:9]=[C:8]([C:23]3[CH:28]=[CH:27][C:26]([O:29][CH3:30])=[CH:25][CH:24]=3)[C:7]=2[C:6]1=[O:31], predict the reaction product. The product is: [NH2:20][C:19]1[C:11]2[C:12]3[C:13]4[CH:18]=[CH:17][CH:16]=[CH:15][C:14]=4[N:5]([OH:4])[C:6](=[O:31])[C:7]=3[C:8]([C:23]3[CH:28]=[CH:27][C:26]([O:29][CH3:30])=[CH:25][CH:24]=3)=[N:9][C:10]=2[NH:3][N:2]=1. (6) Given the reactants [H-].[Na+].[C:3](=[O:10])([O:7][CH2:8][CH3:9])OCC.[C:11]([C:14]1[S:15][CH:16]=[C:17]([CH3:19])[N:18]=1)(=[O:13])[CH3:12].CC(O)=O, predict the reaction product. The product is: [CH3:19][C:17]1[N:18]=[C:14]([C:11](=[O:13])[CH2:12][C:3]([O:7][CH2:8][CH3:9])=[O:10])[S:15][CH:16]=1. (7) Given the reactants [CH:1]1([CH:7]([NH:18][C:19]2[CH:24]=[CH:23][C:22]([C:25]([NH:27][CH2:28][CH2:29][C:30]([O:32]CC)=[O:31])=[O:26])=[CH:21][CH:20]=2)[C:8]2[O:16][C:15]3[C:10](=[N:11][CH:12]=[CH:13][CH:14]=3)[C:9]=2[CH3:17])[CH2:6][CH2:5][CH2:4][CH2:3][CH2:2]1.O1CCCC1.[OH-].[Na+], predict the reaction product. The product is: [CH:1]1([C@H:7]([NH:18][C:19]2[CH:20]=[CH:21][C:22]([C:25]([NH:27][CH2:28][CH2:29][C:30]([OH:32])=[O:31])=[O:26])=[CH:23][CH:24]=2)[C:8]2[O:16][C:15]3[C:10](=[N:11][CH:12]=[CH:13][CH:14]=3)[C:9]=2[CH3:17])[CH2:6][CH2:5][CH2:4][CH2:3][CH2:2]1.